This data is from Catalyst prediction with 721,799 reactions and 888 catalyst types from USPTO. The task is: Predict which catalyst facilitates the given reaction. (1) Reactant: C([O:4][C@@H:5]1[C@@H:43]([CH2:44][O:45][CH2:46][C:47]2[CH:52]=[CH:51][CH:50]=[CH:49][CH:48]=2)[O:42][C@H:8]([O:9][C@H:10]2[C@H:14]([O:15][CH2:16][C:17]3[CH:22]=[CH:21][CH:20]=[CH:19][CH:18]=3)[CH2:13][N:12]([C:23]([O:25][CH2:26][C:27]3[CH:32]=[CH:31][CH:30]=[CH:29][CH:28]=3)=[O:24])[C@@H:11]2[CH2:33][O:34][CH2:35][C:36]2[CH:41]=[CH:40][CH:39]=[CH:38][CH:37]=2)[C@H:7]([O:53][CH2:54][C:55]2[CH:60]=[CH:59][CH:58]=[CH:57][CH:56]=2)[C@H:6]1[O:61][CH2:62][C:63]1[CH:68]=[CH:67][CH:66]=[CH:65][CH:64]=1)(=O)C.C(=O)([O-])[O-].[K+].[K+]. Product: [CH2:54]([O:53][C@@H:7]1[C@@H:6]([O:61][CH2:62][C:63]2[CH:64]=[CH:65][CH:66]=[CH:67][CH:68]=2)[C@H:5]([OH:4])[C@@H:43]([CH2:44][O:45][CH2:46][C:47]2[CH:48]=[CH:49][CH:50]=[CH:51][CH:52]=2)[O:42][C@@H:8]1[O:9][C@H:10]1[C@H:14]([O:15][CH2:16][C:17]2[CH:18]=[CH:19][CH:20]=[CH:21][CH:22]=2)[CH2:13][N:12]([C:23]([O:25][CH2:26][C:27]2[CH:32]=[CH:31][CH:30]=[CH:29][CH:28]=2)=[O:24])[C@@H:11]1[CH2:33][O:34][CH2:35][C:36]1[CH:37]=[CH:38][CH:39]=[CH:40][CH:41]=1)[C:55]1[CH:60]=[CH:59][CH:58]=[CH:57][CH:56]=1. The catalyst class is: 125. (2) Reactant: [CH3:1][C:2](=O)[C:3](=O)[CH2:4][CH2:5][CH3:6].[CH3:9][C:10]1[CH:16]=[CH:15][CH:14]=[C:13]([CH3:17])[C:11]=1[NH2:12].C(O)=O. Product: [CH3:1][C:2]([C:3]([CH2:4][CH2:5][CH3:6])=[N:12][C:11]1[C:13]([CH3:17])=[CH:14][CH:15]=[CH:16][C:10]=1[CH3:9])=[N:12][C:11]1[C:13]([CH3:17])=[CH:14][CH:15]=[CH:16][C:10]=1[CH3:9]. The catalyst class is: 5. (3) Reactant: [CH3:1][NH:2][C@@H:3]([C:11]1[CH:16]=[CH:15][CH:14]=[CH:13][CH:12]=1)[CH2:4][N:5]1[CH2:9][CH2:8][C@@H:7]([OH:10])[CH2:6]1.[Cl:17][C:18]1[CH:19]=[C:20]([CH2:25][C:26]([OH:28])=O)[CH:21]=[CH:22][C:23]=1[Cl:24].C1C=CC2N(O)N=NC=2C=1.O.C(N(C(C)C)CC)(C)C.CCN=C=NCCCN(C)C.Cl. Product: [Cl:17][C:18]1[CH:19]=[C:20]([CH2:25][C:26]([N:2]([C@@H:3]([C:11]2[CH:16]=[CH:15][CH:14]=[CH:13][CH:12]=2)[CH2:4][N:5]2[CH2:9][CH2:8][C@@H:7]([OH:10])[CH2:6]2)[CH3:1])=[O:28])[CH:21]=[CH:22][C:23]=1[Cl:24]. The catalyst class is: 10. (4) Reactant: [OH:1][NH:2][C:3]([C:5]1[CH:6]=[CH:7][C:8]2[CH:9]([CH:19]3[CH2:24][CH2:23][N:22](C(=O)C(F)(F)F)[CH2:21][CH2:20]3)[C:10]3[C:15]([O:16][C:17]=2[CH:18]=1)=[CH:14][CH:13]=[CH:12][CH:11]=3)=[NH:4].[C:31](N1C=CN=C1)(N1C=CN=C1)=[O:32]. Product: [NH:22]1[CH2:23][CH2:24][CH:19]([CH:9]2[C:8]3[CH:7]=[CH:6][C:5]([C:3]4[NH:4][C:31](=[O:32])[O:1][N:2]=4)=[CH:18][C:17]=3[O:16][C:15]3[C:10]2=[CH:11][CH:12]=[CH:13][CH:14]=3)[CH2:20][CH2:21]1. The catalyst class is: 12. (5) Reactant: I[CH:2]([CH3:4])[CH3:3].[CH:5]1([CH2:8][N:9]2[C:18](=[O:19])[C:17]3[C:12](=[CH:13][CH:14]=[C:15]([N+:20]([O-:22])=[O:21])[CH:16]=3)[NH:11][C:10]2=[O:23])[CH2:7][CH2:6]1.C(=O)([O-])[O-].[Cs+].[Cs+].O. Product: [CH:5]1([CH2:8][N:9]2[C:18](=[O:19])[C:17]3[C:12](=[CH:13][CH:14]=[C:15]([N+:20]([O-:22])=[O:21])[CH:16]=3)[N:11]=[C:10]2[O:23][CH:2]([CH3:4])[CH3:3])[CH2:6][CH2:7]1.[CH:5]1([CH2:8][N:9]2[C:18](=[O:19])[C:17]3[C:12](=[CH:13][CH:14]=[C:15]([N+:20]([O-:22])=[O:21])[CH:16]=3)[N:11]([CH:2]([CH3:4])[CH3:3])[C:10]2=[O:23])[CH2:6][CH2:7]1. The catalyst class is: 3. (6) Reactant: [CH:1]1([CH2:5][N:6]2[C:14]3[C:9](=[CH:10][CH:11]=[C:12](B4OC(C)(C)C(C)(C)O4)[CH:13]=3)[C:8]([CH3:25])([CH3:24])[C:7]2=[O:26])[CH2:4][CH2:3][CH2:2]1.Br[C:28]1[CH:29]=[N:30][C:31]([CH3:34])=[N:32][CH:33]=1.C([O-])([O-])=O.[Na+].[Na+].ClCCl.C([O-])(O)=O.[Na+]. Product: [CH:1]1([CH2:5][N:6]2[C:14]3[C:9](=[CH:10][CH:11]=[C:12]([C:28]4[CH:29]=[N:30][C:31]([CH3:34])=[N:32][CH:33]=4)[CH:13]=3)[C:8]([CH3:24])([CH3:25])[C:7]2=[O:26])[CH2:2][CH2:3][CH2:4]1. The catalyst class is: 294. (7) Reactant: [O:1]1[C:5]([C:6]2[CH:29]=[CH:28][C:9]3[N:10]([C:13]4[CH:14]=[C:15]([NH:24]C(=O)C)[CH:16]=[C:17]([N:19]5[CH:23]=[CH:22][CH:21]=[CH:20]5)[CH:18]=4)[CH:11]=[N:12][C:8]=3[CH:7]=2)=[CH:4][N:3]=[CH:2]1.[OH-].[Na+]. Product: [O:1]1[C:5]([C:6]2[CH:29]=[CH:28][C:9]3[N:10]([C:13]4[CH:14]=[C:15]([CH:16]=[C:17]([N:19]5[CH:23]=[CH:22][CH:21]=[CH:20]5)[CH:18]=4)[NH2:24])[CH:11]=[N:12][C:8]=3[CH:7]=2)=[CH:4][N:3]=[CH:2]1. The catalyst class is: 8.